Predict the reaction yield, written as a fraction of the theoretical maximum amount of product (1.0 means a 100% yield; for example, 0.34 means a 34% yield). From a dataset of Reaction yield outcomes from USPTO patents with 853,638 reactions. (1) The yield is 0.900. The product is [Br:1][C:2]1[CH:3]=[CH:4][C:5]([C:8]2([C:11]([N:34]3[CH2:38][CH2:37][C@@:36]4([C:42]5[CH:43]=[CH:44][CH:45]=[CH:46][C:41]=5[C:40](=[O:47])[O:39]4)[CH2:35]3)=[O:13])[CH2:9][CH2:10]2)=[CH:6][CH:7]=1. No catalyst specified. The reactants are [Br:1][C:2]1[CH:7]=[CH:6][C:5]([C:8]2([C:11]([OH:13])=O)[CH2:10][CH2:9]2)=[CH:4][CH:3]=1.CN(C)C=O.CC1(C)C2CCC1(CS(O)(=O)=O)C(=O)C2.[NH:34]1[CH2:38][CH2:37][C@@:36]2([C:42]3[CH:43]=[CH:44][CH:45]=[CH:46][C:41]=3[C:40](=[O:47])[O:39]2)[CH2:35]1.F[P-](F)(F)(F)(F)F.N1(O[P+](N(C)C)(N(C)C)N(C)C)C2C=CC=CC=2N=N1.C(N(CC)C(C)C)(C)C. (2) The reactants are [F:1][C:2]([F:22])([F:21])[CH:3]([CH:5]1[CH2:10][CH2:9][N:8](C(OCC2C=CC=CC=2)=O)[CH2:7][CH2:6]1)[OH:4].[H][H]. The catalyst is CO.[Pd]. The product is [F:22][C:2]([F:1])([F:21])[CH:3]([CH:5]1[CH2:6][CH2:7][NH:8][CH2:9][CH2:10]1)[OH:4]. The yield is 1.00. (3) The catalyst is Cl[Pd](Cl)([P](C1C=CC=CC=1)(C1C=CC=CC=1)C1C=CC=CC=1)[P](C1C=CC=CC=1)(C1C=CC=CC=1)C1C=CC=CC=1.COCCOC. The yield is 0.290. The product is [CH3:1][CH:2]([S:4]([C:7]1[CH:12]=[CH:11][C:10]([C:17]2[N:22]=[CH:21][C:20]([OH:23])=[CH:19][CH:18]=2)=[CH:9][CH:8]=1)(=[O:6])=[O:5])[CH3:3]. The reactants are [CH3:1][CH:2]([S:4]([C:7]1[CH:12]=[CH:11][C:10](B(O)O)=[CH:9][CH:8]=1)(=[O:6])=[O:5])[CH3:3].Br[C:17]1[N:22]=[CH:21][C:20]([OH:23])=[CH:19][CH:18]=1.C([O-])([O-])=O.[Na+].[Na+].